The task is: Regression. Given a peptide amino acid sequence and an MHC pseudo amino acid sequence, predict their binding affinity value. This is MHC class I binding data.. This data is from Peptide-MHC class I binding affinity with 185,985 pairs from IEDB/IMGT. The peptide sequence is AVRQKSRWI. The MHC is HLA-A11:01 with pseudo-sequence HLA-A11:01. The binding affinity (normalized) is 0.0847.